Dataset: Forward reaction prediction with 1.9M reactions from USPTO patents (1976-2016). Task: Predict the product of the given reaction. (1) Given the reactants [C:1]([O:5][C:6](=[O:14])[NH:7][CH:8]1[CH2:13][CH2:12][CH:11]=[CH:10][CH2:9]1)([CH3:4])([CH3:3])[CH3:2].[CH3:15]I, predict the reaction product. The product is: [C:1]([O:5][C:6](=[O:14])[N:7]([CH3:15])[CH:8]1[CH2:13][CH2:12][CH:11]=[CH:10][CH2:9]1)([CH3:4])([CH3:2])[CH3:3]. (2) Given the reactants [N+:1]([CH2:3][C:4]([O:6][CH2:7][CH3:8])=[O:5])#[C-:2].C1CCN2C(=NCCC2)CC1.[C:20](O[C:20]([C:22]([F:25])([F:24])[F:23])=[O:21])([C:22]([F:25])([F:24])[F:23])=[O:21], predict the reaction product. The product is: [F:23][C:22]([F:25])([F:24])[C:20]1[O:21][CH:2]=[N:1][C:3]=1[C:4]([O:6][CH2:7][CH3:8])=[O:5]. (3) The product is: [F:10][C:11]([F:19])([F:18])[C:12]([OH:13])([C:14]([F:17])([F:16])[F:15])[CH2:1][C:2](=[O:3])[CH3:4]. Given the reactants [CH3:1][C:2]([CH3:4])=[O:3].S(=O)(=O)(O)O.[F:10][C:11]([F:19])([F:18])[C:12]([C:14]([F:17])([F:16])[F:15])=[O:13], predict the reaction product. (4) Given the reactants Br.Br[CH2:3][CH2:4][CH:5]([NH2:13])[C:6]1[CH:11]=[CH:10][C:9]([F:12])=[CH:8][CH:7]=1.[S:14]([O-:17])([O-:16])=[O:15].[Na+].[Na+], predict the reaction product. The product is: [NH2:13][CH:5]([C:6]1[CH:11]=[CH:10][C:9]([F:12])=[CH:8][CH:7]=1)[CH2:4][CH2:3][S:14]([OH:17])(=[O:16])=[O:15]. (5) Given the reactants [CH2:1]([C@H:8]([NH:43][C:44](=[O:50])[O:45][C:46]([CH3:49])([CH3:48])[CH3:47])[CH2:9][C@H:10]([OH:42])[C@@H:11]([N:27](CC1C=CC=CC=1)CC1C=CC=CC=1)[CH2:12][C:13]1[CH:18]=[CH:17][C:16]([O:19]CC2C=CC=CC=2)=[CH:15][CH:14]=1)[C:2]1[CH:7]=[CH:6][CH:5]=[CH:4][CH:3]=1.C([O-])=O.[NH4+], predict the reaction product. The product is: [NH2:27][C@@H:11]([CH2:12][C:13]1[CH:14]=[CH:15][C:16]([OH:19])=[CH:17][CH:18]=1)[C@@H:10]([OH:42])[CH2:9][C@@H:8]([NH:43][C:44](=[O:50])[O:45][C:46]([CH3:49])([CH3:48])[CH3:47])[CH2:1][C:2]1[CH:7]=[CH:6][CH:5]=[CH:4][CH:3]=1. (6) The product is: [C:5]([O:4][CH2:1][C:2]1[CH:19]=[CH:18][C:17]2[C:12](=[C:13]([C:24]#[N:25])[C:14]([O:20][CH2:21][O:22][CH3:23])=[CH:15][CH:16]=2)[N:11]=1)(=[O:7])[CH3:6]. Given the reactants [C:1]([O:4][C:5](=[O:7])[CH3:6])(=O)[CH3:2].OCC1[CH:19]=[CH:18][C:17]2[C:12](=[C:13]([C:24]#[N:25])[C:14]([O:20][CH2:21][O:22][CH3:23])=[CH:15][CH:16]=2)[N:11]=1, predict the reaction product. (7) Given the reactants Br[CH2:2][CH:3]1[CH2:8][CH2:7][CH2:6][CH2:5][O:4]1.[CH2:9]([NH:16][C:17]([C:19]1[S:23][C:22]([N:24]2[CH:29]=[CH:28][C:27]([OH:30])=[CH:26][C:25]2=[O:31])=[N:21][C:20]=1[CH3:32])=[O:18])[C:10]1[CH:15]=[CH:14][CH:13]=[CH:12][CH:11]=1, predict the reaction product. The product is: [CH2:9]([NH:16][C:17]([C:19]1[S:23][C:22]([N:24]2[CH:29]=[CH:28][C:27]([O:30][CH2:2][CH:3]3[CH2:8][CH2:7][CH2:6][CH2:5][O:4]3)=[CH:26][C:25]2=[O:31])=[N:21][C:20]=1[CH3:32])=[O:18])[C:10]1[CH:15]=[CH:14][CH:13]=[CH:12][CH:11]=1. (8) Given the reactants [C:1]12([C:11]3[CH:12]=[C:13]([C:19]4[CH:20]=[C:21]5[C:26](=[CH:27][CH:28]=4)[CH:25]=[C:24]([CH2:29]O)[CH:23]=[CH:22]5)[CH:14]=[CH:15][C:16]=3[O:17][CH3:18])[CH2:10][CH:5]3[CH2:6][CH:7]([CH2:9][CH:3]([CH2:4]3)[CH2:2]1)[CH2:8]2.C1(P(C2C=CC=CC=2)C2C=CC=CC=2)C=CC=CC=1.N1C=CN=C1.[I:55]I, predict the reaction product. The product is: [C:1]12([C:11]3[CH:12]=[C:13]([C:19]4[CH:20]=[C:21]5[C:26](=[CH:27][CH:28]=4)[CH:25]=[C:24]([CH2:29][I:55])[CH:23]=[CH:22]5)[CH:14]=[CH:15][C:16]=3[O:17][CH3:18])[CH2:10][CH:5]3[CH2:6][CH:7]([CH2:9][CH:3]([CH2:4]3)[CH2:2]1)[CH2:8]2. (9) Given the reactants [Cl:1][C:2]1[N:7]=[C:6](Cl)[C:5]([C:9]([O:11][CH3:12])=[O:10])=[C:4]([CH3:13])[N:3]=1.[CH3:14][N:15]1[CH:19]=[C:18](B2OC(C)(C)C(C)(C)O2)[CH:17]=[N:16]1.[F-].[K+], predict the reaction product. The product is: [Cl:1][C:2]1[N:3]=[C:4]([CH3:13])[C:5]([C:9]([O:11][CH3:12])=[O:10])=[C:6]([C:18]2[CH:17]=[N:16][N:15]([CH3:14])[CH:19]=2)[N:7]=1.